Dataset: Catalyst prediction with 721,799 reactions and 888 catalyst types from USPTO. Task: Predict which catalyst facilitates the given reaction. (1) Reactant: [OH:1][CH2:2]CC1OC(=O)C(C)(C)C1.[CH2:12]([C:14]([CH2:23][CH3:24])([CH2:20][CH:21]=[CH2:22])[C:15]([O:17]CC)=[O:16])[CH3:13].CC(C)(CC=C)C(OC)=O. Product: [CH2:23]([C:14]1([CH2:12][CH3:13])[CH2:20][CH:21]([CH2:22][CH2:2][OH:1])[O:17][C:15]1=[O:16])[CH3:24]. The catalyst class is: 195. (2) Reactant: [F:1][C:2]1[CH:7]=[CH:6][C:5]([CH2:8][CH2:9][CH:10]=[O:11])=[CH:4][CH:3]=1.Cl.[CH2:13](NCC)C.C=O. The catalyst class is: 6. Product: [F:1][C:2]1[CH:3]=[CH:4][C:5]([CH2:8][C:9](=[CH2:13])[CH:10]=[O:11])=[CH:6][CH:7]=1. (3) Reactant: [Br:1][C:2]1[CH:3]=[CH:4][C:5]([C:9]([OH:11])=[O:10])=[N:6][C:7]=1Cl.[OH-].[K+].[F:14][C:15]([F:20])([F:19])[CH:16]([OH:18])[CH3:17]. Product: [Br:1][C:2]1[CH:3]=[CH:4][C:5]([C:9]([OH:11])=[O:10])=[N:6][C:7]=1[O:18][CH:16]([CH3:17])[C:15]([F:20])([F:19])[F:14]. The catalyst class is: 16. (4) Reactant: [N+:1]([C:4]1[CH:9]=[CH:8][C:7]([C:10]23[CH2:18][CH:14]4[CH2:15][CH:16]([CH2:17]2)[C:12]([NH2:19])([CH2:13]4)[CH2:11]3)=[CH:6][CH:5]=1)([O-:3])=[O:2].C([O-])([O-])=O.[K+].[K+].[CH2:26]([O:33][C:34](Cl)=[O:35])[C:27]1[CH:32]=[CH:31][CH:30]=[CH:29][CH:28]=1. Product: [CH2:26]([O:33][C:34](=[O:35])[NH:19][C:12]12[CH2:13][CH:14]3[CH2:18][C:10]([C:7]4[CH:6]=[CH:5][C:4]([N+:1]([O-:3])=[O:2])=[CH:9][CH:8]=4)([CH2:17][CH:16]1[CH2:15]3)[CH2:11]2)[C:27]1[CH:32]=[CH:31][CH:30]=[CH:29][CH:28]=1. The catalyst class is: 20. (5) The catalyst class is: 447. Reactant: [Cl:1][C:2]1[CH:3]=[N:4][CH:5]=[CH:6][C:7]=1[C:8]1[C:9]([C:18]2[CH:23]=[CH:22][CH:21]=[CH:20][C:19]=2[F:24])=[N:10][C:11]([NH2:17])=[C:12]([N+:14]([O-])=O)[CH:13]=1.Cl. Product: [Cl:1][C:2]1[CH:3]=[N:4][CH:5]=[CH:6][C:7]=1[C:8]1[C:9]([C:18]2[CH:23]=[CH:22][CH:21]=[CH:20][C:19]=2[F:24])=[N:10][C:11]([NH2:17])=[C:12]([NH2:14])[CH:13]=1. (6) Reactant: FC(F)(F)C(O)=O.C(OC(=O)[NH:14][C@H:15]1[CH2:45][CH2:44][C:18]2[N:19]=[C:20]([NH:22][C:23](=[O:43])[C:24]3[CH:29]=[CH:28][CH:27]=[C:26]([O:30][CH2:31][C:32](=[O:42])[NH:33][C:34]4[CH:39]=[CH:38][C:37]([C:40]#[N:41])=[CH:36][CH:35]=4)[CH:25]=3)[S:21][C:17]=2[CH2:16]1)(C)(C)C. Product: [NH2:14][C@H:15]1[CH2:45][CH2:44][C:18]2[N:19]=[C:20]([NH:22][C:23](=[O:43])[C:24]3[CH:29]=[CH:28][CH:27]=[C:26]([O:30][CH2:31][C:32](=[O:42])[NH:33][C:34]4[CH:35]=[CH:36][C:37]([C:40]#[N:41])=[CH:38][CH:39]=4)[CH:25]=3)[S:21][C:17]=2[CH2:16]1. The catalyst class is: 2. (7) Reactant: I[C:2]1[CH:3]=[C:4]([CH:10]=[CH:11][CH:12]=1)[C:5]([O:7][CH2:8][CH3:9])=[O:6].C([Sn](CCCC)(CCCC)[C:18]1[N:19]=[CH:20][S:21][CH:22]=1)CCC.O.CCOC(C)=O. Product: [S:21]1[CH:22]=[C:18]([C:2]2[CH:3]=[C:4]([CH:10]=[CH:11][CH:12]=2)[C:5]([O:7][CH2:8][CH3:9])=[O:6])[N:19]=[CH:20]1. The catalyst class is: 516. (8) Reactant: [NH2:1][C:2]1[CH:7]=[CH:6][CH:5]=[C:4]([NH2:8])[N:3]=1.[Cl:9][CH:10]([C:16]([CH3:18])=O)[C:11]([O:13][CH2:14][CH3:15])=[O:12]. Product: [ClH:9].[NH2:8][C:4]1[N:3]2[C:10]([C:11]([O:13][CH2:14][CH3:15])=[O:12])=[C:16]([CH3:18])[N:1]=[C:2]2[CH:7]=[CH:6][CH:5]=1. The catalyst class is: 8.